Predict the product of the given reaction. From a dataset of Forward reaction prediction with 1.9M reactions from USPTO patents (1976-2016). (1) Given the reactants [F:1][C:2]1[CH:14]=[CH:13][C:5]([NH:6][C:7]2[CH:12]=[CH:11][CH:10]=[CH:9][N:8]=2)=[C:4]([NH2:15])[CH:3]=1.[S:16]1[CH:20]=[CH:19][CH:18]=[C:17]1/[CH:21]=[CH:22]/[C:23](Cl)=O.N1C=CC=CC=1N1C2C=CC=CC=2N=C1/C=C/C1C=CC=CC=1.[C:49]([OH:54])(=[O:53])[C:50]([OH:52])=[O:51], predict the reaction product. The product is: [C:49]([OH:54])(=[O:53])[C:50]([OH:52])=[O:51].[F:1][C:2]1[CH:14]=[CH:13][C:5]2[N:6]([C:7]3[CH:12]=[CH:11][CH:10]=[CH:9][N:8]=3)[C:23](/[CH:22]=[CH:21]/[C:17]3[S:16][CH:20]=[CH:19][CH:18]=3)=[N:15][C:4]=2[CH:3]=1. (2) Given the reactants Br[C:2]1[CH:3]=[CH:4][C:5]([CH2:8][O:9][CH2:10][C:11]([F:16])([F:15])[CH2:12][O:13][CH3:14])=[N:6][CH:7]=1.[Li]CCCC.[C:22]([NH:25][CH2:26][CH2:27][C:28]1[CH:33]=[CH:32][CH:31]=[CH:30][C:29]=1[C:34]1[CH:39]=[CH:38][C:37]([CH:40]2[C:45](=[O:46])[CH2:44][CH2:43][N:42]([C:47]([O:49][C:50]([CH3:53])([CH3:52])[CH3:51])=[O:48])[CH2:41]2)=[C:36]([CH3:54])[CH:35]=1)(=[O:24])[CH3:23], predict the reaction product. The product is: [C:22]([NH:25][CH2:26][CH2:27][C:28]1[CH:33]=[CH:32][CH:31]=[CH:30][C:29]=1[C:34]1[CH:39]=[CH:38][C:37]([C@@H:40]2[C@:45]([C:2]3[CH:7]=[N:6][C:5]([CH2:8][O:9][CH2:10][C:11]([F:16])([F:15])[CH2:12][O:13][CH3:14])=[CH:4][CH:3]=3)([OH:46])[CH2:44][CH2:43][N:42]([C:47]([O:49][C:50]([CH3:53])([CH3:52])[CH3:51])=[O:48])[CH2:41]2)=[C:36]([CH3:54])[CH:35]=1)(=[O:24])[CH3:23]. (3) Given the reactants [CH3:1][O:2][C:3]1[CH:22]=[CH:21][C:6]([CH2:7][C@@H:8]2[C:12]3=[N:13][C:14]4[CH:19]=[CH:18][CH:17]=[CH:16][C:15]=4[N:11]3[C:10](=[O:20])[NH:9]2)=[CH:5][CH:4]=1.[C:23]1([CH:29]([NH2:32])[CH2:30][CH3:31])[CH:28]=[CH:27][CH:26]=[CH:25][CH:24]=1.C(O)(C(F)(F)F)=O, predict the reaction product. The product is: [NH:13]1[C:14]2[CH:19]=[CH:18][CH:17]=[CH:16][C:15]=2[N:11]=[C:12]1[C@H:8]([NH:9][C:10]([NH:32][CH:29]([C:23]1[CH:28]=[CH:27][CH:26]=[CH:25][CH:24]=1)[CH2:30][CH3:31])=[O:20])[CH2:7][C:6]1[CH:21]=[CH:22][C:3]([O:2][CH3:1])=[CH:4][CH:5]=1. (4) Given the reactants [N:1]([CH2:4][C:5]1[CH:10]=[CH:9][CH:8]=[CH:7][CH:6]=1)=[N+:2]=[N-:3].[O:11]=[C:12]1O[C@H]([C@H](CO)O)[C:15]([O-])=[C:13]1O.[Na+], predict the reaction product. The product is: [CH2:4]([N:1]1[CH:15]=[C:13]([CH2:12][OH:11])[N:3]=[N:2]1)[C:5]1[CH:10]=[CH:9][CH:8]=[CH:7][CH:6]=1. (5) The product is: [NH2:27][CH:24]1[CH2:23][CH2:22][N:21]([C:18]2[CH:19]=[CH:20][C:15]([C:7]3[NH:6][C:5](=[O:31])[C:4]4[C:9](=[CH:10][C:11]([O:13][CH3:14])=[CH:12][C:3]=4[O:2][CH3:1])[N:8]=3)=[CH:16][CH:17]=2)[CH2:26][CH2:25]1. Given the reactants [CH3:1][O:2][C:3]1[CH:12]=[C:11]([O:13][CH3:14])[CH:10]=[C:9]2[C:4]=1[C:5](=[O:31])[NH:6][C:7]([C:15]1[CH:20]=[CH:19][C:18]([N:21]3[CH2:26][CH2:25][CH:24]([NH:27]C(=O)C)[CH2:23][CH2:22]3)=[CH:17][CH:16]=1)=[N:8]2.[OH-].[Na+], predict the reaction product. (6) Given the reactants ClC(Cl)(OC(=O)[O:6][C:7]([Cl:10])(Cl)Cl)Cl.[Cl:13][C:14]1[CH:15]=[C:16]([CH:21]2[CH:25]([CH:26]([O:28][C:29]3[CH:34]=[CH:33][C:32]([C:35]([F:38])([F:37])[F:36])=[CH:31][CH:30]=3)[CH3:27])[CH2:24][NH:23][CH2:22]2)[CH:17]=[CH:18][C:19]=1[Cl:20].N1C=CC=CC=1, predict the reaction product. The product is: [Cl:13][C:14]1[CH:15]=[C:16]([CH:21]2[CH:25]([CH:26]([O:28][C:29]3[CH:30]=[CH:31][C:32]([C:35]([F:37])([F:38])[F:36])=[CH:33][CH:34]=3)[CH3:27])[CH2:24][N:23]([C:7]([Cl:10])=[O:6])[CH2:22]2)[CH:17]=[CH:18][C:19]=1[Cl:20].